This data is from Cav3 T-type calcium channel HTS with 100,875 compounds. The task is: Binary Classification. Given a drug SMILES string, predict its activity (active/inactive) in a high-throughput screening assay against a specified biological target. (1) The drug is O1CCN(CC(O)COc2cc(OCC(O)CN3CCOCC3)ccc2)CC1. The result is 0 (inactive). (2) The molecule is S(Cc1noc(c1C(=O)NCCOC)C(=O)NCCOC)c1ccncc1. The result is 0 (inactive). (3) The drug is S(CC(=O)N1C(CCCC1)C)c1[nH]c(N)cc(=O)n1. The result is 0 (inactive). (4) The molecule is n12nnnc2c(Nc2ccccc2)nc2c1cccc2. The result is 0 (inactive). (5) The compound is O=C(Nc1c(ccc(c1)C)C)Cn1nc(nc1c1ccccc1)c1ccccc1. The result is 0 (inactive).